This data is from Forward reaction prediction with 1.9M reactions from USPTO patents (1976-2016). The task is: Predict the product of the given reaction. (1) Given the reactants [Br:1][C:2]1[CH:7]=[CH:6][C:5]([OH:8])=[C:4]([Cl:9])[CH:3]=1.C([O-])([O-])=O.[K+].[K+].Br[CH:17]([CH3:19])[CH3:18], predict the reaction product. The product is: [CH3:18][CH:17]([O:8][C:5]1[CH:6]=[CH:7][C:2]([Br:1])=[CH:3][C:4]=1[Cl:9])[CH3:19]. (2) Given the reactants [OH:1][CH:2]([C:19]1[CH:24]=[CH:23][CH:22]=[CH:21][N:20]=1)[C:3]1[CH:4]=[C:5]([C:16](O)=[O:17])[CH:6]=[C:7]([C:9]2[CH:14]=[CH:13][C:12]([CH3:15])=[CH:11][CH:10]=2)[CH:8]=1.Cl.Cl.[CH3:27][C:28]1[N:33]=[CH:32][C:31]([C@H:34]([NH2:36])[CH3:35])=[CH:30][CH:29]=1.F[P-](F)(F)(F)(F)F.C[N+](C)=C(N(C)C)ON1C2N=CC=CC=2N=N1.C(N(CC)C(C)C)(C)C, predict the reaction product. The product is: [OH:1][CH:2]([C:19]1[CH:24]=[CH:23][CH:22]=[CH:21][N:20]=1)[C:3]1[CH:4]=[C:5]([C:16]([NH:36][C@@H:34]([C:31]2[CH:32]=[N:33][C:28]([CH3:27])=[CH:29][CH:30]=2)[CH3:35])=[O:17])[CH:6]=[C:7]([C:9]2[CH:14]=[CH:13][C:12]([CH3:15])=[CH:11][CH:10]=2)[CH:8]=1. (3) Given the reactants [CH3:1][O:2][C:3](=[O:24])[CH2:4][N:5]([C:17]([O:19][C:20]([CH3:23])([CH3:22])[CH3:21])=[O:18])[CH2:6][C:7]([N:9]1[CH2:13][CH2:12][CH2:11][CH:10]1[C:14](=O)[NH2:15])=[O:8].N1C=CN=C1.P(Cl)(Cl)(Cl)=O, predict the reaction product. The product is: [CH3:1][O:2][C:3](=[O:24])[CH2:4][N:5]([C:17]([O:19][C:20]([CH3:22])([CH3:21])[CH3:23])=[O:18])[CH2:6][C:7]([N:9]1[CH2:13][CH2:12][CH2:11][CH:10]1[C:14]#[N:15])=[O:8]. (4) Given the reactants [C:1](Cl)(=[O:8])[C:2]1[CH:7]=[CH:6][CH:5]=[CH:4][CH:3]=1.[Cl:10][C:11]1[CH:12]=[C:13]([CH:34]=[CH:35][C:36]=1[Cl:37])[CH2:14][N:15]([CH3:33])[C:16]([C:18]1[CH2:19][N:20]([CH2:25][CH2:26][N:27]2[CH2:32][CH2:31][NH:30][CH2:29][CH2:28]2)[C:21](=[O:24])[C:22]=1[OH:23])=[O:17], predict the reaction product. The product is: [Cl:10][C:11]1[CH:12]=[C:13]([CH:34]=[CH:35][C:36]=1[Cl:37])[CH2:14][N:15]([CH3:33])[C:16]([C:18]1[CH2:19][N:20]([CH2:25][CH2:26][N:27]2[CH2:28][CH2:29][N:30]([C:1](=[O:8])[C:2]3[CH:7]=[CH:6][CH:5]=[CH:4][CH:3]=3)[CH2:31][CH2:32]2)[C:21](=[O:24])[C:22]=1[OH:23])=[O:17].